From a dataset of NCI-60 drug combinations with 297,098 pairs across 59 cell lines. Regression. Given two drug SMILES strings and cell line genomic features, predict the synergy score measuring deviation from expected non-interaction effect. Drug 1: C1=C(C(=O)NC(=O)N1)F. Drug 2: C1C(C(OC1N2C=NC3=C2NC=NCC3O)CO)O. Cell line: OVCAR-4. Synergy scores: CSS=43.9, Synergy_ZIP=-2.04, Synergy_Bliss=-5.87, Synergy_Loewe=-9.03, Synergy_HSA=-4.21.